This data is from Peptide-MHC class II binding affinity with 134,281 pairs from IEDB. The task is: Regression. Given a peptide amino acid sequence and an MHC pseudo amino acid sequence, predict their binding affinity value. This is MHC class II binding data. (1) The peptide sequence is IVIGIGDNALKINWY. The MHC is DRB1_1101 with pseudo-sequence DRB1_1101. The binding affinity (normalized) is 0.0334. (2) The peptide sequence is IGYGKATLECQVQTA. The MHC is DRB1_0405 with pseudo-sequence DRB1_0405. The binding affinity (normalized) is 0.0397. (3) The peptide sequence is VATLSEALRIIAGTL. The MHC is HLA-DQA10301-DQB10302 with pseudo-sequence HLA-DQA10301-DQB10302. The binding affinity (normalized) is 0.220. (4) The peptide sequence is GVIYIMIISKKMMRK. The MHC is DRB1_0401 with pseudo-sequence DRB1_0401. The binding affinity (normalized) is 0.714. (5) The binding affinity (normalized) is 0. The peptide sequence is VPRRGPRGGPGRSYA. The MHC is DRB1_1602 with pseudo-sequence DRB1_1602.